This data is from Forward reaction prediction with 1.9M reactions from USPTO patents (1976-2016). The task is: Predict the product of the given reaction. (1) Given the reactants [H-].[Na+].[CH2:3]([O:5][C:6](=[O:21])[CH:7]([O:18][CH2:19][CH3:20])[CH2:8][C:9]1[CH:17]=[CH:16][CH:15]=[C:14]2[C:10]=1[CH:11]=[CH:12][NH:13]2)[CH3:4].Cl[CH2:23][C:24]1[N:25]=[C:26]([C:30]2[CH:35]=[C:34]([O:36][CH3:37])[CH:33]=[C:32]([O:38][CH3:39])[CH:31]=2)[O:27][C:28]=1[CH3:29], predict the reaction product. The product is: [CH2:3]([O:5][C:6](=[O:21])[CH:7]([O:18][CH2:19][CH3:20])[CH2:8][C:9]1[CH:17]=[CH:16][CH:15]=[C:14]2[C:10]=1[CH:11]=[CH:12][N:13]2[CH2:23][C:24]1[N:25]=[C:26]([C:30]2[CH:35]=[C:34]([O:36][CH3:37])[CH:33]=[C:32]([O:38][CH3:39])[CH:31]=2)[O:27][C:28]=1[CH3:29])[CH3:4]. (2) Given the reactants Cl[C:2]1[O:3][C:4]([C:7]2[CH:8]=[C:9]([C:13]3[C:14]([O:19]C)=[N:15][CH:16]=[CH:17][CH:18]=3)[CH:10]=[CH:11][CH:12]=2)=[CH:5][N:6]=1.[CH3:21][O:22][C:23]1[CH:24]=[C:25]([CH:27]=[C:28]([O:30][CH3:31])[CH:29]=1)[NH2:26].Cl, predict the reaction product. The product is: [CH3:31][O:30][C:28]1[CH:27]=[C:25]([NH:26][C:2]2[O:3][C:4]([C:7]3[CH:8]=[C:9]([C:13]4[C:14](=[O:19])[NH:15][CH:16]=[CH:17][CH:18]=4)[CH:10]=[CH:11][CH:12]=3)=[CH:5][N:6]=2)[CH:24]=[C:23]([O:22][CH3:21])[CH:29]=1. (3) Given the reactants [O:1]1[C@@:3]23[C@:23]([CH3:28])([CH2:24][CH2:25][C:26](=[O:27])[C@@H:2]12)[C:22]1[CH2:21][CH2:20][C@@:19]2([CH3:29])[C@@H:7]([CH2:8][CH2:9][C@@H:10]2[C@H:11]([CH3:18])[CH2:12][CH2:13][CH2:14][CH:15]([CH3:17])[CH3:16])[C:6]=1[CH2:5][CH2:4]3, predict the reaction product. The product is: [CH3:17][CH:15]([CH2:14][CH2:13][CH2:12][C@H:11]([C@@H:10]1[C@:19]2([CH3:29])[C@H:7]([C:6]3[CH2:5][CH2:4][C@@:3]4([OH:1])[C@:23]([C:22]=3[CH2:21][CH2:20]2)([CH3:28])[CH2:24][CH2:25][C@H:26]([OH:27])[CH2:2]4)[CH2:8][CH2:9]1)[CH3:18])[CH3:16]. (4) Given the reactants [Cl:1][C:2]1[CH:24]=[CH:23][C:5]([CH2:6][NH:7][C:8]([C:10]2[C:11](=[O:22])[C:12]3[CH:19]=[C:18]([CH2:20]Cl)[S:17][C:13]=3[N:14]([CH3:16])[CH:15]=2)=[O:9])=[CH:4][CH:3]=1.C(N(CC)C(C)C)(C)C.[NH:34]1[CH:42]2[CH:37]([CH:38]=[CH:39][CH:40]=[CH:41]2)[C:36]([CH:43]([OH:47])[CH2:44][NH:45][CH3:46])=[CH:35]1.O, predict the reaction product. The product is: [Cl:1][C:2]1[CH:24]=[CH:23][C:5]([CH2:6][NH:7][C:8]([C:10]2[C:11](=[O:22])[C:12]3[CH:19]=[C:18]([CH2:20][N:45]([CH2:44][CH:43]([OH:47])[C:36]4[C:37]5[C:42](=[CH:41][CH:40]=[CH:39][CH:38]=5)[NH:34][CH:35]=4)[CH3:46])[S:17][C:13]=3[N:14]([CH3:16])[CH:15]=2)=[O:9])=[CH:4][CH:3]=1.